From a dataset of Full USPTO retrosynthesis dataset with 1.9M reactions from patents (1976-2016). Predict the reactants needed to synthesize the given product. (1) Given the product [Br:1][C:2]1[CH:14]=[CH:13][C:12]2[C:11]3[C:6](=[CH:7][C:8]([Br:15])=[CH:9][CH:10]=3)[CH:5]([CH3:16])[C:4]=2[CH:3]=1, predict the reactants needed to synthesize it. The reactants are: [Br:1][C:2]1[CH:14]=[CH:13][C:12]2[C:11]3[C:6](=[CH:7][C:8]([Br:15])=[CH:9][CH:10]=3)[CH2:5][C:4]=2[CH:3]=1.[CH2:16]([Li])CCC.CI.ClCCl. (2) The reactants are: Br[C:2]1[C:3]([C@@H:8]([NH:18][C:19](=[O:25])[O:20][C:21]([CH3:24])([CH3:23])[CH3:22])[CH2:9][C:10]2[CH:15]=[C:14]([F:16])[CH:13]=[C:12]([F:17])[CH:11]=2)=[N:4][CH:5]=[CH:6][CH:7]=1.CC1(C)C(C)(C)OB([C:34]2[CH:35]=[C:36]3[CH:42]=[CH:41][NH:40][C:37]3=[N:38][CH:39]=2)O1.[Li+].[Cl-].C([O-])([O-])=O.[Na+].[Na+]. Given the product [NH:40]1[C:37]2=[N:38][CH:39]=[C:34]([C:2]3[C:3]([C@@H:8]([NH:18][C:19](=[O:25])[O:20][C:21]([CH3:24])([CH3:23])[CH3:22])[CH2:9][C:10]4[CH:15]=[C:14]([F:16])[CH:13]=[C:12]([F:17])[CH:11]=4)=[N:4][CH:5]=[CH:6][CH:7]=3)[CH:35]=[C:36]2[CH:42]=[CH:41]1, predict the reactants needed to synthesize it. (3) Given the product [CH3:24][C:10]1[N:9]=[C:8]([C:4]2[CH:5]=[N:6][CH:7]=[C:2]([C:29]3[CH:28]=[N:27][C:26]([NH2:25])=[N:31][CH:30]=3)[CH:3]=2)[CH:13]=[C:12]([C:14]2[CH:19]=[CH:18][C:17]([C:20]([F:23])([F:22])[F:21])=[CH:16][CH:15]=2)[CH:11]=1, predict the reactants needed to synthesize it. The reactants are: Br[C:2]1[CH:3]=[C:4]([C:8]2[CH:13]=[C:12]([C:14]3[CH:19]=[CH:18][C:17]([C:20]([F:23])([F:22])[F:21])=[CH:16][CH:15]=3)[CH:11]=[C:10]([CH3:24])[N:9]=2)[CH:5]=[N:6][CH:7]=1.[NH2:25][C:26]1[N:31]=[CH:30][C:29](B2OC(C)(C)C(C)(C)O2)=[CH:28][N:27]=1. (4) Given the product [F:1][C:2]([F:14])([F:15])[C:3]1[CH:4]=[C:5]([N:6]=[C:19]2[C:20]3[C:29](=[CH:28][C:27]4[CH2:26][CH2:25][CH2:24][C:23](=[N:6][C:5]5[CH:7]=[C:8]([C:10]([F:11])([F:12])[F:13])[CH:9]=[C:3]([C:2]([F:1])([F:14])[F:15])[CH:4]=5)[C:22]=4[N:21]=3)[CH2:16][CH2:17][CH2:18]2)[CH:7]=[C:8]([C:10]([F:11])([F:12])[F:13])[CH:9]=1, predict the reactants needed to synthesize it. The reactants are: [F:1][C:2]([F:15])([F:14])[C:3]1[CH:4]=[C:5]([CH:7]=[C:8]([C:10]([F:13])([F:12])[F:11])[CH:9]=1)[NH2:6].[CH2:16]1[C:29]2[C:20](=[N:21][C:22]3[C:23](=O)[CH2:24][CH2:25][CH2:26][C:27]=3[CH:28]=2)[C:19](=O)[CH2:18][CH2:17]1. (5) Given the product [F:35][C:24]1([F:23])[O:28][C:27]2[CH:29]=[CH:30][C:31]([CH2:33][NH:1][CH:2]3[CH2:3][CH2:4][N:5]([CH2:8][CH2:9][N:10]4[C:19]5[C:14](=[CH:15][CH:16]=[C:17]([O:20][CH3:21])[CH:18]=5)[N:13]=[CH:12][C:11]4=[O:22])[CH2:6][CH2:7]3)=[CH:32][C:26]=2[O:25]1, predict the reactants needed to synthesize it. The reactants are: [NH2:1][CH:2]1[CH2:7][CH2:6][N:5]([CH2:8][CH2:9][N:10]2[C:19]3[C:14](=[CH:15][CH:16]=[C:17]([O:20][CH3:21])[CH:18]=3)[N:13]=[CH:12][C:11]2=[O:22])[CH2:4][CH2:3]1.[F:23][C:24]1([F:35])[O:28][C:27]2[CH:29]=[CH:30][C:31]([CH:33]=O)=[CH:32][C:26]=2[O:25]1.C(O[BH-](OC(=O)C)OC(=O)C)(=O)C.[Na+].C(=O)([O-])O.[Na+].